Dataset: NCI-60 drug combinations with 297,098 pairs across 59 cell lines. Task: Regression. Given two drug SMILES strings and cell line genomic features, predict the synergy score measuring deviation from expected non-interaction effect. (1) Cell line: SF-295. Synergy scores: CSS=24.9, Synergy_ZIP=-5.81, Synergy_Bliss=-2.51, Synergy_Loewe=-0.764, Synergy_HSA=-1.17. Drug 2: C1C(C(OC1N2C=NC3=C(N=C(N=C32)Cl)N)CO)O. Drug 1: CC(CN1CC(=O)NC(=O)C1)N2CC(=O)NC(=O)C2. (2) Drug 1: CNC(=O)C1=CC=CC=C1SC2=CC3=C(C=C2)C(=NN3)C=CC4=CC=CC=N4. Drug 2: CC(C)(C#N)C1=CC(=CC(=C1)CN2C=NC=N2)C(C)(C)C#N. Cell line: HS 578T. Synergy scores: CSS=1.93, Synergy_ZIP=0.604, Synergy_Bliss=2.68, Synergy_Loewe=0.201, Synergy_HSA=0.219. (3) Drug 1: COC1=CC(=CC(=C1O)OC)C2C3C(COC3=O)C(C4=CC5=C(C=C24)OCO5)OC6C(C(C7C(O6)COC(O7)C8=CC=CS8)O)O. Drug 2: CC1=C(C(=CC=C1)Cl)NC(=O)C2=CN=C(S2)NC3=CC(=NC(=N3)C)N4CCN(CC4)CCO. Cell line: SF-295. Synergy scores: CSS=35.8, Synergy_ZIP=0.471, Synergy_Bliss=0.488, Synergy_Loewe=3.92, Synergy_HSA=4.21. (4) Drug 1: CCC1(CC2CC(C3=C(CCN(C2)C1)C4=CC=CC=C4N3)(C5=C(C=C6C(=C5)C78CCN9C7C(C=CC9)(C(C(C8N6C=O)(C(=O)OC)O)OC(=O)C)CC)OC)C(=O)OC)O.OS(=O)(=O)O. Drug 2: C1CN(CCN1C(=O)CCBr)C(=O)CCBr. Cell line: EKVX. Synergy scores: CSS=2.11, Synergy_ZIP=-1.35, Synergy_Bliss=-0.560, Synergy_Loewe=-3.29, Synergy_HSA=-3.88. (5) Drug 1: C1CN1C2=NC(=NC(=N2)N3CC3)N4CC4. Drug 2: CN(C)C1=NC(=NC(=N1)N(C)C)N(C)C. Cell line: KM12. Synergy scores: CSS=20.5, Synergy_ZIP=4.26, Synergy_Bliss=9.69, Synergy_Loewe=1.17, Synergy_HSA=2.11.